This data is from Reaction yield outcomes from USPTO patents with 853,638 reactions. The task is: Predict the reaction yield, written as a fraction of the theoretical maximum amount of product (1.0 means a 100% yield; for example, 0.34 means a 34% yield). (1) The reactants are [C:1]([C:5]1[CH:6]=[C:7]2[C:12](=[C:13]([F:15])[CH:14]=1)[C:11](=[O:16])[N:10]([C:17]1[N:24]=[CH:23][CH:22]=[C:21](Cl)[C:18]=1[CH:19]=[O:20])[N:9]=[CH:8]2)([CH3:4])([CH3:3])[CH3:2].[N:26]1[N:34]2[C:29]([CH2:30][O:31][CH2:32][CH2:33]2)=[CH:28][C:27]=1[NH:35][C:36]1[C:37](=[O:52])[N:38]([CH3:51])[CH:39]=[C:40](B2OC(C)(C)C(C)(C)O2)[CH:41]=1.P(C1CCCCC1)(C1CCCCC1)C1CCCCC1.C([O-])([O-])=O.[Cs+].[Cs+]. The product is [C:1]([C:5]1[CH:6]=[C:7]2[C:12](=[C:13]([F:15])[CH:14]=1)[C:11](=[O:16])[N:10]([C:17]1[N:24]=[CH:23][CH:22]=[C:21]([C:40]3[CH:41]=[C:36]([NH:35][C:27]4[CH:28]=[C:29]5[CH2:30][O:31][CH2:32][CH2:33][N:34]5[N:26]=4)[C:37](=[O:52])[N:38]([CH3:51])[CH:39]=3)[C:18]=1[CH:19]=[O:20])[N:9]=[CH:8]2)([CH3:4])([CH3:3])[CH3:2]. The catalyst is C1C=CC(/C=C/C(/C=C/C2C=CC=CC=2)=O)=CC=1.C1C=CC(/C=C/C(/C=C/C2C=CC=CC=2)=O)=CC=1.C1C=CC(/C=C/C(/C=C/C2C=CC=CC=2)=O)=CC=1.[Pd].[Pd].O1CCOCC1.O. The yield is 0.800. (2) The reactants are [Li+].[OH-].C[O:4][C:5]([C:7]1[CH:8]=[C:9]2[C:13](=[CH:14][CH:15]=1)[CH2:12][CH2:11][CH:10]2NS(C1C(C)=CC(OC)=CC=1C)(=O)=O)=[O:6]. The catalyst is CO.O1CCCC1.O.CC(C)=O. The product is [CH2:12]1[C:13]2[C:9](=[CH:8][C:7]([C:5]([OH:6])=[O:4])=[CH:15][CH:14]=2)[CH2:10][CH2:11]1. The yield is 0.900. (3) The reactants are [CH:1]1([CH:4]=O)[CH2:3][CH2:2]1.[C:6]([CH2:8][C:9]([O:11][C:12]([CH3:15])([CH3:14])[CH3:13])=[O:10])#[N:7].N1CCCCC1. The catalyst is CCO. The product is [C:6](/[C:8](=[CH:4]\[CH:1]1[CH2:2][CH2:3]1)/[C:9]([O:11][C:12]([CH3:15])([CH3:14])[CH3:13])=[O:10])#[N:7]. The yield is 1.00. (4) The reactants are [Cl:1][C:2]1[N:3]=[C:4]([N:18]2[CH2:23][CH2:22][O:21][CH2:20][CH2:19]2)[C:5]2[S:10][C:9]([C:11](O)([CH3:13])[CH3:12])=[C:8]([CH2:15][CH2:16][OH:17])[C:6]=2[N:7]=1.C1(C)C=CC=CC=1.FC(F)(F)C(O)=O. The catalyst is O. The product is [Cl:1][C:2]1[N:3]=[C:4]([N:18]2[CH2:19][CH2:20][O:21][CH2:22][CH2:23]2)[C:5]2[S:10][C:9]3[C:11]([CH3:12])([CH3:13])[O:17][CH2:16][CH2:15][C:8]=3[C:6]=2[N:7]=1. The yield is 0.100. (5) The reactants are [CH3:1][O:2][C:3](=[O:23])/[C:4](/[CH2:13][C:14]1[CH:19]=[CH:18][C:17]([C:20](O)=[O:21])=[CH:16][CH:15]=1)=[C:5](/[CH:10]([CH3:12])[CH3:11])\[C:6]([O:8][CH3:9])=[O:7].N.O1CCOCC1.[Cl-].COC1N=C(OC)N=C([N+]2(C)CCOCC2)[N:35]=1.CCCCCC.C(OCC)(=O)C. The yield is 0.900. The catalyst is O1CCCC1. The product is [CH3:1][O:2][C:3](=[O:23])/[C:4](/[CH2:13][C:14]1[CH:19]=[CH:18][C:17]([C:20](=[O:21])[NH2:35])=[CH:16][CH:15]=1)=[C:5](/[CH:10]([CH3:12])[CH3:11])\[C:6]([O:8][CH3:9])=[O:7].